From a dataset of Forward reaction prediction with 1.9M reactions from USPTO patents (1976-2016). Predict the product of the given reaction. (1) The product is: [CH2:9]([N:11]([CH2:12][C:13]([OH:18])([CH2:19][NH:20][C:21]1[CH:29]=[C:28]([CH3:30])[CH:27]=[C:26]2[C:22]=1[CH:23]=[N:24][N:25]2[C:31]1[CH:36]=[CH:35][CH:34]=[CH:33][CH:32]=1)[C:14]([F:17])([F:16])[F:15])[C:6]([C:2]1[S:1][CH:5]=[CH:4][CH:3]=1)=[O:8])[CH3:10]. Given the reactants [S:1]1[CH:5]=[CH:4][CH:3]=[C:2]1[C:6]([OH:8])=O.[CH2:9]([NH:11][CH2:12][C:13]([CH2:19][NH:20][C:21]1[CH:29]=[C:28]([CH3:30])[CH:27]=[C:26]2[C:22]=1[CH:23]=[N:24][N:25]2[C:31]1[CH:36]=[CH:35][CH:34]=[CH:33][CH:32]=1)([OH:18])[C:14]([F:17])([F:16])[F:15])[CH3:10], predict the reaction product. (2) The product is: [CH2:16]([O:23][CH:4]1[CH2:5][CH2:6][N:7]([C:9]([O:11][C:12]([CH3:15])([CH3:14])[CH3:13])=[O:10])[CH2:8][C:2](=[O:1])[CH2:3]1)[C:17]1[CH:22]=[CH:21][CH:20]=[CH:19][CH:18]=1. Given the reactants [O:1]=[C:2]1[CH2:8][N:7]([C:9]([O:11][C:12]([CH3:15])([CH3:14])[CH3:13])=[O:10])[CH2:6][CH2:5][CH:4]=[CH:3]1.[CH2:16]([OH:23])[C:17]1[CH:22]=[CH:21][CH:20]=[CH:19][CH:18]=1, predict the reaction product. (3) Given the reactants [CH3:1][O:2][C:3](=[O:12])[C:4]1[C:9]([Cl:10])=[CH:8][CH:7]=[C:6](Cl)[N:5]=1.[Na+].[I-:14].C(Cl)(=O)C, predict the reaction product. The product is: [CH3:1][O:2][C:3](=[O:12])[C:4]1[C:9]([Cl:10])=[CH:8][CH:7]=[C:6]([I:14])[N:5]=1. (4) Given the reactants COC(=O)N.[CH3:6][O:7][C:8](=[O:52])[NH:9][CH:10]([C:14]([N:16]1[CH2:20][CH2:19][CH2:18][CH:17]1[C:21]1[NH:22][C:23]([C:26]2[CH:35]=[CH:34][C:33]3[C:28](=[CH:29][CH:30]=[C:31]([C:36]4[CH:41]=[CH:40][C:39]([C:42]5[NH:43][C:44]([CH:47]6[CH2:51][CH2:50][CH2:49][NH:48]6)=[N:45][CH:46]=5)=[CH:38][CH:37]=4)[CH:32]=3)[CH:27]=2)=[CH:24][N:25]=1)=[O:15])[CH:11]([CH3:13])[CH3:12].[CH3:53][O:54][C:55]([NH:57][C@@H:58]([C:62]1[CH:67]=[CH:66][CH:65]=[CH:64][C:63]=1[O:68][CH3:69])[C:59](O)=[O:60])=[O:56].[O-]P([O-])([O-])=O.[K+].[K+].[K+].CCOC(C(C#N)=NOC(N1CCOCC1)=[N+](C)C)=O.F[P-](F)(F)(F)(F)F, predict the reaction product. The product is: [CH3:6][O:7][C:8](=[O:52])[NH:9][CH:10]([C:14]([N:16]1[CH2:20][CH2:19][CH2:18][CH:17]1[C:21]1[NH:22][C:23]([C:26]2[CH:35]=[CH:34][C:33]3[C:28](=[CH:29][CH:30]=[C:31]([C:36]4[CH:41]=[CH:40][C:39]([C:42]5[NH:43][C:44]([CH:47]6[CH2:51][CH2:50][CH2:49][N:48]6[C:59](=[O:60])[CH:58]([NH:57][C:55]([O:54][CH3:53])=[O:56])[C:62]6[CH:67]=[CH:66][CH:65]=[CH:64][C:63]=6[O:68][CH3:69])=[N:45][CH:46]=5)=[CH:38][CH:37]=4)[CH:32]=3)[CH:27]=2)=[CH:24][N:25]=1)=[O:15])[CH:11]([CH3:13])[CH3:12]. (5) Given the reactants Br[C:2]1[CH:7]=[CH:6][C:5]([C@H:8]2[CH2:25][C@@:23]3([CH3:24])[C@@H:19]([CH2:20][C@@H:21]([CH3:31])[C@@H:22]3[C:26]([CH:28]3[CH2:30][CH2:29]3)=[O:27])[C@H:18]3[C:9]2=[C:10]2[C:15]([CH2:16][CH2:17]3)=[CH:14][C:13](=[O:32])[CH2:12][CH2:11]2)=[CH:4][CH:3]=1.C([Sn](CCCC)(CCCC)[C:38]1[N:43]=[CH:42][CH:41]=[CH:40][N:39]=1)CCC, predict the reaction product. The product is: [CH:28]1([C:26]([C@H:22]2[C@H:21]([CH3:31])[CH2:20][C@H:19]3[C@H:18]4[C:9]([C@@H:8]([C:5]5[CH:4]=[CH:3][C:2]([C:38]6[N:43]=[CH:42][CH:41]=[CH:40][N:39]=6)=[CH:7][CH:6]=5)[CH2:25][C@:23]23[CH3:24])=[C:10]2[C:15](=[CH:14][C:13](=[O:32])[CH2:12][CH2:11]2)[CH2:16][CH2:17]4)=[O:27])[CH2:29][CH2:30]1. (6) Given the reactants [F:1][C:2]1[CH:7]=[C:6]([F:8])[CH:5]=[CH:4][C:3]=1[N:9]1[C:13]([NH2:14])=[CH:12][CH:11]=[N:10]1.[CH3:15][C:16](OC(C)=O)=[O:17].CCN(CC)CC.[OH-].[K+].Cl, predict the reaction product. The product is: [F:1][C:2]1[CH:7]=[C:6]([F:8])[CH:5]=[CH:4][C:3]=1[N:9]1[C:13]([NH:14][C:16](=[O:17])[CH3:15])=[CH:12][CH:11]=[N:10]1. (7) Given the reactants [Cl:1][C:2]1[C:11]2[C:6](=[CH:7][CH:8]=[C:9]([CH:12]([C:14]3[C:15]([CH3:21])=[N:16][C:17]([CH3:20])=[CH:18][CH:19]=3)[OH:13])[CH:10]=2)[N:5]=[C:4]([O:22][CH3:23])[C:3]=1[CH2:24][C:25]1[CH:26]=[N:27][C:28]([C:31]([F:34])([F:33])[F:32])=[CH:29][CH:30]=1.N#N, predict the reaction product. The product is: [Cl:1][C:2]1[C:11]2[C:6](=[CH:7][CH:8]=[C:9]([C:12]([C:14]3[C:15]([CH3:21])=[N:16][C:17]([CH3:20])=[CH:18][CH:19]=3)=[O:13])[CH:10]=2)[N:5]=[C:4]([O:22][CH3:23])[C:3]=1[CH2:24][C:25]1[CH:26]=[N:27][C:28]([C:31]([F:33])([F:32])[F:34])=[CH:29][CH:30]=1.